Predict which catalyst facilitates the given reaction. From a dataset of Catalyst prediction with 721,799 reactions and 888 catalyst types from USPTO. (1) Reactant: [CH2:1]([O:8][C:9]([NH:11][C@H:12]([CH2:22]Br)[CH2:13][CH2:14][C:15]([O:17][C:18]([CH3:21])([CH3:20])[CH3:19])=[O:16])=[O:10])[C:2]1[CH:7]=[CH:6][CH:5]=[CH:4][CH:3]=1.C([SnH](CCCC)CCCC)CCC.N(C(C)(C)C#N)=NC(C)(C)C#N.O. Product: [CH2:1]([O:8][C:9]([NH:11][C@H:12]([CH3:22])[CH2:13][CH2:14][C:15]([O:17][C:18]([CH3:21])([CH3:20])[CH3:19])=[O:16])=[O:10])[C:2]1[CH:3]=[CH:4][CH:5]=[CH:6][CH:7]=1. The catalyst class is: 11. (2) Reactant: [CH2:1]([O:8][C:9]([N:11]1[CH:16]2[CH2:17][CH:18]([CH2:20][C:21]([O:23][CH3:24])=[O:22])[CH2:19][CH:12]1[CH2:13][O:14][CH2:15]2)=[O:10])[C:2]1[CH:7]=[CH:6][CH:5]=[CH:4][CH:3]=1.C1(S(N2C(C3C=CC=CC=3)O2)(=O)=[O:32])C=CC=CC=1. Product: [CH2:1]([O:8][C:9]([N:11]1[CH:12]2[CH2:19][CH:18]([CH:20]([OH:32])[C:21]([O:23][CH3:24])=[O:22])[CH2:17][CH:16]1[CH2:15][O:14][CH2:13]2)=[O:10])[C:2]1[CH:7]=[CH:6][CH:5]=[CH:4][CH:3]=1. The catalyst class is: 1.